From a dataset of Retrosynthesis with 50K atom-mapped reactions and 10 reaction types from USPTO. Predict the reactants needed to synthesize the given product. (1) The reactants are: CCOC(=O)COc1ccc(C(O)CCc2sc(-c3ccc(C(F)(F)F)cc3)nc2C)cc1C. Given the product CCOC(=O)COc1ccc(CCCc2sc(-c3ccc(C(F)(F)F)cc3)nc2C)cc1C, predict the reactants needed to synthesize it. (2) Given the product CCOC(=O)C1CN(C(=O)OC(C)(C)C)CCN1, predict the reactants needed to synthesize it. The reactants are: CCOC(=O)C1CN(C(=O)OC(C)(C)C)CCN1C(=O)OCc1ccccc1. (3) Given the product CC(C)C[C@H](N)CN[C@@H](Cc1ccc(OCc2ccccc2)cc1)C(=O)NC(C)(C)C, predict the reactants needed to synthesize it. The reactants are: CC(C)CC(CNC(Cc1ccc(OCc2ccccc2)cc1)C(=O)NC(C)(C)C)NC(=O)OC(C)(C)C.